Dataset: Reaction yield outcomes from USPTO patents with 853,638 reactions. Task: Predict the reaction yield, written as a fraction of the theoretical maximum amount of product (1.0 means a 100% yield; for example, 0.34 means a 34% yield). (1) The reactants are [C:1]1([C:7]2[C:20]3[C:15](=[CH:16][CH:17]=[CH:18][CH:19]=3)[C:14]([C:21]3[CH:22]=[C:23]4[C:27](=[CH:28][CH:29]=3)[NH:26][C:25]3[N:30]=[CH:31][CH:32]=[CH:33][C:24]4=3)=[C:13]3[C:8]=2[CH:9]=[CH:10][CH:11]=[CH:12]3)[CH:6]=[CH:5][CH:4]=[CH:3][CH:2]=1.[I:34][C:35]1[CH:40]=[CH:39][CH:38]=[C:37](I)[CH:36]=1.[O-]P([O-])([O-])=O.[K+].[K+].[K+]. The catalyst is O1CCOCC1.[Cu]I. The product is [I:34][C:35]1[CH:36]=[C:37]([N:26]2[C:27]3[C:23](=[CH:22][C:21]([C:14]4[C:13]5[C:8]([C:7]([C:1]6[CH:2]=[CH:3][CH:4]=[CH:5][CH:6]=6)=[C:20]6[C:15]=4[CH:16]=[CH:17][CH:18]=[CH:19]6)=[CH:9][CH:10]=[CH:11][CH:12]=5)=[CH:29][CH:28]=3)[C:24]3[CH:33]=[CH:32][CH:31]=[N:30][C:25]2=3)[CH:38]=[CH:39][CH:40]=1. The yield is 0.630. (2) The reactants are [OH:1][C:2]([C:34]1[S:35][CH:36]=[CH:37][CH:38]=1)([C:29]1[S:30][CH:31]=[CH:32][CH:33]=1)[C:3]([O:5][C@H:6]1[CH2:11][CH2:10][C@H:9]([N:12]([CH2:14][CH2:15][CH2:16][N:17]2[C:21]3[CH:22]=[CH:23][C:24]([CH:26]=O)=[CH:25][C:20]=3[NH:19][C:18]2=[O:28])[CH3:13])[CH2:8][CH2:7]1)=[O:4].C(O)(=O)C.[NH2:43][CH2:44][C@@H:45]([C:54]1[CH:55]=[CH:56][C:57]([OH:63])=[C:58]([NH:60][CH:61]=[O:62])[CH:59]=1)[O:46][Si:47]([C:50]([CH3:53])([CH3:52])[CH3:51])([CH3:49])[CH3:48].C(O[BH-](OC(=O)C)OC(=O)C)(=O)C.[Na+].OC(C1SC=CC=1)(C1SC=CC=1)C(O[C@H]1CC[C@H](N(CCCN2C3C=CC(CNC[C@H](O[Si](C(C)(C)C)(C)C)C4C=CC(O)=C5C=4C=CC(=O)N5)=CC=3OC2=O)C)CC1)=O. No catalyst specified. The product is [OH:1][C:2]([C:29]1[S:30][CH:31]=[CH:32][CH:33]=1)([C:34]1[S:35][CH:36]=[CH:37][CH:38]=1)[C:3]([O:5][C@H:6]1[CH2:7][CH2:8][C@H:9]([N:12]([CH2:14][CH2:15][CH2:16][N:17]2[C:21]3[CH:22]=[CH:23][C:24]([CH2:26][NH:43][CH2:44][C@H:45]([O:46][Si:47]([C:50]([CH3:53])([CH3:52])[CH3:51])([CH3:48])[CH3:49])[C:54]4[CH:55]=[CH:56][C:57]([OH:63])=[C:58]([NH:60][CH:61]=[O:62])[CH:59]=4)=[CH:25][C:20]=3[NH:19][C:18]2=[O:28])[CH3:13])[CH2:10][CH2:11]1)=[O:4]. The yield is 0.560.